Dataset: NCI-60 drug combinations with 297,098 pairs across 59 cell lines. Task: Regression. Given two drug SMILES strings and cell line genomic features, predict the synergy score measuring deviation from expected non-interaction effect. Drug 1: CN1C2=C(C=C(C=C2)N(CCCl)CCCl)N=C1CCCC(=O)O.Cl. Drug 2: CC1C(C(CC(O1)OC2CC(CC3=C2C(=C4C(=C3O)C(=O)C5=CC=CC=C5C4=O)O)(C(=O)C)O)N)O. Cell line: SR. Synergy scores: CSS=33.5, Synergy_ZIP=-7.03, Synergy_Bliss=-7.88, Synergy_Loewe=-16.2, Synergy_HSA=-3.30.